From a dataset of Forward reaction prediction with 1.9M reactions from USPTO patents (1976-2016). Predict the product of the given reaction. (1) Given the reactants C(O[C:4](=O)[NH:5][CH:6]1[C:15]2[C:10](=[CH:11][CH:12]=[CH:13][CH:14]=2)[CH2:9][CH2:8][CH2:7]1)C.CCOCC, predict the reaction product. The product is: [CH3:4][NH:5][C@@H:6]1[C:15]2[C:10](=[CH:11][CH:12]=[CH:13][CH:14]=2)[CH2:9][CH2:8][CH2:7]1. (2) Given the reactants C([O-])([O-])=O.[K+].[K+].[Br:7][C:8]1[C:18]([OH:19])=[C:17]([Br:20])[CH:16]=[CH:15][C:9]=1[C:10]([O:12][CH2:13][CH3:14])=[O:11].Br[CH2:22][C:23](=[O:26])[CH2:24][CH3:25].O, predict the reaction product. The product is: [Br:7][C:8]1[C:18]([O:19][CH2:22][C:23]([CH2:24][CH3:25])=[O:26])=[C:17]([Br:20])[CH:16]=[CH:15][C:9]=1[C:10]([O:12][CH2:13][CH3:14])=[O:11]. (3) The product is: [CH2:3]1[C:11]2[C:6](=[C:7]([N:12]3[CH2:13][CH2:14][N:15]([CH2:18][CH2:19][C@H:20]4[CH2:21][CH2:22][C@H:23]([NH:26][C:30]([N:29]([CH2:32][CH3:33])[CH2:27][CH3:28])=[O:37])[CH2:24][CH2:25]4)[CH2:16][CH2:17]3)[CH:8]=[CH:9][CH:10]=2)[CH2:5][CH2:4]1. Given the reactants Cl.Cl.[CH2:3]1[C:11]2[C:6](=[C:7]([N:12]3[CH2:17][CH2:16][N:15]([CH2:18][CH2:19][C@H:20]4[CH2:25][CH2:24][C@H:23]([NH2:26])[CH2:22][CH2:21]4)[CH2:14][CH2:13]3)[CH:8]=[CH:9][CH:10]=2)[CH2:5][CH2:4]1.[CH2:27]([N:29]([CH2:32][CH3:33])[CH2:30]C)[CH3:28].ClC(Cl)([O:37]C(=O)OC(Cl)(Cl)Cl)Cl.C(NCC)C, predict the reaction product. (4) Given the reactants [F:1][C:2]([F:19])([F:18])[C:3]1[CH:8]=[CH:7][CH:6]=[CH:5][C:4]=1[O:9][C:10]1[CH:11]=[C:12]([CH:15]=[CH:16][CH:17]=1)[C:13]#[N:14].C1COCC1.[H-].[Al+3].[Li+].[H-].[H-].[H-].[OH-].[Na+], predict the reaction product. The product is: [F:1][C:2]([F:18])([F:19])[C:3]1[CH:8]=[CH:7][CH:6]=[CH:5][C:4]=1[O:9][C:10]1[CH:11]=[C:12]([CH:15]=[CH:16][CH:17]=1)[CH2:13][NH2:14]. (5) Given the reactants C([O:3][C:4](=[O:34])[CH2:5][O:6][CH2:7][CH2:8][O:9][CH:10]([N:31]=[N+:32]=[N-:33])[CH2:11][O:12][C:13]1[CH:18]=[CH:17][CH:16]=[C:15]([C:19](=[O:30])[NH:20][CH2:21][CH2:22][C:23]([O:25][C:26]([CH3:29])([CH3:28])[CH3:27])=[O:24])[CH:14]=1)C.[OH-].[Na+], predict the reaction product. The product is: [N:31]([CH:10]([O:9][CH2:8][CH2:7][O:6][CH2:5][C:4]([OH:34])=[O:3])[CH2:11][O:12][C:13]1[CH:18]=[CH:17][CH:16]=[C:15]([C:19](=[O:30])[NH:20][CH2:21][CH2:22][C:23]([O:25][C:26]([CH3:29])([CH3:28])[CH3:27])=[O:24])[CH:14]=1)=[N+:32]=[N-:33]. (6) Given the reactants [N-:1]([C:4]#[N:5])[C:2]#[N:3].[Na+].O.O.O.O.O.O.[N+]([O-])([O-])=O.[Zn+2:17].[N+]([O-])([O-])=O, predict the reaction product. The product is: [N-:1]([C:4]#[N:5])[C:2]#[N:3].[Zn+2:17].[N-:1]([C:4]#[N:5])[C:2]#[N:3]. (7) Given the reactants [Cl:1][C:2]1[CH:3]=[C:4]([C:8](=O)[CH2:9][CH2:10][CH2:11][CH2:12][N:13]2[CH2:18][CH2:17][CH:16]([C:19]3[CH:20]=[C:21]([NH:25][C:26](=[O:30])[CH:27]([CH3:29])[CH3:28])[CH:22]=[CH:23][CH:24]=3)[CH2:15][CH2:14]2)[CH:5]=[CH:6][CH:7]=1.Cl.[CH3:33][O:34][C:35]1[CH:40]=[CH:39][C:38]([NH:41]N)=[CH:37][CH:36]=1, predict the reaction product. The product is: [Cl:1][C:2]1[CH:3]=[C:4]([C:8]2[NH:41][C:38]3[C:39]([C:9]=2[CH2:10][CH2:11][CH2:12][N:13]2[CH2:18][CH2:17][CH:16]([C:19]4[CH:20]=[C:21]([NH:25][C:26](=[O:30])[CH:27]([CH3:28])[CH3:29])[CH:22]=[CH:23][CH:24]=4)[CH2:15][CH2:14]2)=[CH:40][C:35]([O:34][CH3:33])=[CH:36][CH:37]=3)[CH:5]=[CH:6][CH:7]=1. (8) Given the reactants [Cl:1][C:2]1[CH:7]=[CH:6][C:5]([C:8]2[S:12][C:11]([C:13]([O:15]C)=O)=[C:10](/[N:17]=[CH:18]/[N:19]([CH3:21])C)[CH:9]=2)=[CH:4][CH:3]=1.NC[C:24]1[CH:25]=[C:26]([CH:41]=[CH:42][CH:43]=1)[O:27][CH:28]1[CH2:33][CH2:32][N:31]([C:34]([O:36][C:37]([CH3:40])([CH3:39])[CH3:38])=[O:35])[CH2:30][CH2:29]1, predict the reaction product. The product is: [Cl:1][C:2]1[CH:3]=[CH:4][C:5]([C:8]2[S:12][C:11]3[C:13](=[O:15])[N:19]([CH2:21][C:24]4[CH:25]=[C:26]([CH:41]=[CH:42][CH:43]=4)[O:27][CH:28]4[CH2:33][CH2:32][N:31]([C:34]([O:36][C:37]([CH3:39])([CH3:40])[CH3:38])=[O:35])[CH2:30][CH2:29]4)[CH:18]=[N:17][C:10]=3[CH:9]=2)=[CH:6][CH:7]=1.